From a dataset of Reaction yield outcomes from USPTO patents with 853,638 reactions. Predict the reaction yield, written as a fraction of the theoretical maximum amount of product (1.0 means a 100% yield; for example, 0.34 means a 34% yield). (1) The reactants are [Cl:1][C:2]1[C:7](C(O)=[O:9])=[C:6]([F:11])[C:5]([CH3:12])=[CH:4][CH:3]=1.C(Cl)Cl.C(Cl)(=O)C(Cl)=O.C[N:23]([CH:25]=[O:26])C. The product is [OH-:9].[NH4+:23].[Cl:1][C:2]1[C:7]([C:25]([NH2:23])=[O:26])=[C:6]([F:11])[C:5]([CH3:12])=[CH:4][CH:3]=1. No catalyst specified. The yield is 0.360. (2) The reactants are [NH2:1][C:2]1[N:7]=[CH:6][N:5]=[C:4]2[N:8]([CH:12]([C:14]3[O:15][C:16]4[C:21]([C:22](=[O:31])[C:23]=3[C:24]3[CH:29]=[CH:28][CH:27]=[C:26]([F:30])[CH:25]=3)=[CH:20][CH:19]=[CH:18][CH:17]=4)[CH3:13])[N:9]=[C:10](I)[C:3]=12.[NH:32]1[C:40]2[C:35](=[CH:36][C:37](B3OC(C)(C)C(C)(C)O3)=[CH:38][CH:39]=2)[CH:34]=[N:33]1.[C:50](=O)([O-])[O-].[Na+].[Na+].ClCCl. The catalyst is CN(C=O)C.C(O)C.O. The product is [NH2:1][C:2]1[N:7]=[CH:6][N:5]=[C:4]2[N:8]([CH:12]([C:14]3[O:15][C:16]4[C:21]([C:22](=[O:31])[C:23]=3[C:24]3[CH:29]=[CH:28][CH:27]=[C:26]([F:30])[CH:25]=3)=[CH:20][CH:19]=[CH:18][CH:17]=4)[CH3:13])[N:9]=[C:10]([C:37]3[CH:36]=[C:35]4[C:40](=[CH:39][CH:38]=3)[NH:32][N:33]=[C:34]4[CH3:50])[C:3]=12. The yield is 0.140. (3) The reactants are [Br-].[Cl:2][C:3]1[CH:8]=[CH:7][CH:6]=[CH:5][C:4]=1[F:9].[NH:10]1[CH:14]=[CH:13][C:12]([C:15]([O:17][CH2:18][CH3:19])=[O:16])=[N:11]1.C([O-])([O-])=O.[K+].[K+]. The catalyst is CCOC(C)=O.[Cu]I. The product is [Cl:2][C:3]1[CH:8]=[CH:7][C:6]([N:10]2[CH:14]=[CH:13][C:12]([C:15]([O:17][CH2:18][CH3:19])=[O:16])=[N:11]2)=[CH:5][C:4]=1[F:9]. The yield is 0.500. (4) The reactants are [H-].[H-].[H-].[H-].[Li+].[Al+3].C[O:8][C:9]([CH:11]1[CH2:16][CH:15]([S:17][C:18]2[CH:23]=[CH:22][CH:21]=[C:20]([C:24]([F:27])([F:26])[F:25])[CH:19]=2)[CH2:14][CH2:13][O:12]1)=O. The catalyst is C1COCC1. The product is [F:27][C:24]([F:25])([F:26])[C:20]1[CH:19]=[C:18]([S:17][CH:15]2[CH2:14][CH2:13][O:12][CH:11]([CH2:9][OH:8])[CH2:16]2)[CH:23]=[CH:22][CH:21]=1. The yield is 0.904. (5) The yield is 0.490. The product is [CH2:29]([O:28][C:26](=[O:27])[NH:25][C@@H:23]([CH3:24])[CH2:22][N:20]1[C:21]2[C:17](=[CH:16][CH:15]=[C:14]3[O:36][C:11]([CH2:9][OH:8])=[CH:12][C:13]3=2)[CH:18]=[N:19]1)[C:30]1[CH:35]=[CH:34][CH:33]=[CH:32][CH:31]=1. The catalyst is C(O)C.C1COCC1. The reactants are C([O:8][C:9]([C:11]1[O:36][C:14]2=[CH:15][CH:16]=[C:17]3[C:21]([N:20]([CH2:22][C@@H:23]([NH:25][C:26]([O:28][CH2:29][C:30]4[CH:35]=[CH:34][CH:33]=[CH:32][CH:31]=4)=[O:27])[CH3:24])[N:19]=[CH:18]3)=[C:13]2[CH:12]=1)=O)C1C=CC=CC=1.[Cl-].[Ca+2].[Cl-].[BH4-].[Na+]. (6) The reactants are Cl.C(Cl)Cl.[CH:5]([Si:8]([CH:26]([CH3:28])[CH3:27])([CH:23]([CH3:25])[CH3:24])[O:9][CH:10]([C:15]1[C:20]([CH:21]=[CH2:22])=[CH:19][CH:18]=[CH:17][N:16]=1)[CH2:11][CH2:12]C=C)([CH3:7])[CH3:6].N#N. The catalyst is CCCCCC.CCOCC. The product is [CH:23]([Si:8]([CH:26]([CH3:28])[CH3:27])([CH:5]([CH3:7])[CH3:6])[O:9][CH:10]1[C:15]2=[N:16][CH:17]=[CH:18][CH:19]=[C:20]2[CH:21]=[CH:22][CH2:12][CH2:11]1)([CH3:25])[CH3:24]. The yield is 0.710. (7) The reactants are [Br:1][C:2]1[CH:3]=[CH:4][C:5]2[C:14]3[C:9](=[C:10]4[CH:18]=[CH:17][C:16]([C:19]5[NH:23][C:22]([C@@H:24]6[CH2:28][CH2:27][CH2:26][N:25]6C(OCC6C=CC=CC=6)=O)=[N:21][CH:20]=5)=[CH:15][C:11]4=[CH:12][CH:13]=3)[O:8][CH2:7][C:6]=2[CH:39]=1.Br.[CH3:41][O:42][C:43]([NH:45][C@@H:46]([CH:50]([CH3:52])[CH3:51])[C:47](O)=[O:48])=[O:44].CN(C(ON1N=NC2C=CC=NC1=2)=[N+](C)C)C.F[P-](F)(F)(F)(F)F.CN1CCOCC1. The catalyst is C(OCC)(=O)C.ClCCl. The product is [Br:1][C:2]1[CH:3]=[CH:4][C:5]2[C:14]3[C:9](=[C:10]4[CH:18]=[CH:17][C:16]([C:19]5[NH:23][C:22]([C@@H:24]6[CH2:28][CH2:27][CH2:26][N:25]6[C:47](=[O:48])[C@@H:46]([NH:45][C:43](=[O:44])[O:42][CH3:41])[CH:50]([CH3:52])[CH3:51])=[N:21][CH:20]=5)=[CH:15][C:11]4=[CH:12][CH:13]=3)[O:8][CH2:7][C:6]=2[CH:39]=1. The yield is 0.920. (8) The reactants are [Cl:1][C:2]1[N:7]=[C:6]([NH:8][C:9]2[CH:10]=[C:11]([CH2:15][CH2:16][C:17]3[CH:22]=[C:21]([NH:23]C(=O)OC(C)(C)C)[CH:20]=[CH:19][N:18]=3)[CH:12]=[CH:13][CH:14]=2)[C:5]([F:31])=[CH:4][N:3]=1.[ClH:32]. The catalyst is O1CCOCC1. The product is [ClH:1].[ClH:32].[NH2:23][C:21]1[CH:20]=[CH:19][N:18]=[C:17]([CH2:16][CH2:15][C:11]2[CH:10]=[C:9]([NH:8][C:6]3[C:5]([F:31])=[CH:4][N:3]=[C:2]([Cl:1])[N:7]=3)[CH:14]=[CH:13][CH:12]=2)[CH:22]=1. The yield is 0.980.